Dataset: Experimentally validated miRNA-target interactions with 360,000+ pairs, plus equal number of negative samples. Task: Binary Classification. Given a miRNA mature sequence and a target amino acid sequence, predict their likelihood of interaction. (1) The miRNA is hsa-miR-138-2-3p with sequence GCUAUUUCACGACACCAGGGUU. The protein sequence of the target gene is MMSLSVRPQRRLLSARVSRSQSFAGVLGSHERGPRSFTVFSPPGPPRKPLVLSRVSRMFSVAHPAPKVPQPERLDLVYTALKRGLTAYLEVHQQEQEKLQRQIKESKRNSRLGFLYDLDKQVKSIERFLRRLEFHASKIDELYEAYCVQRRLRDGAYNMVRAYSTGSPGSREARDSLAEATRGHREYTESMCLLENELEAQLGEFHLRMKGLAGFARLCVGDQYEICMKYGRQRWKLRGRIESSGKQVWDSEETVFLPLLTEFLSIKVTELKGLANHVVVGSVSCETKDLFAALPQVVAV.... Result: 0 (no interaction). (2) The miRNA is hsa-miR-425-5p with sequence AAUGACACGAUCACUCCCGUUGA. The protein sequence of the target gene is MAAQAAAAAQAAAAQAAQAEAADSWYLALLGFAEHFRTSSPPKIRLCVHCLQAVFPFKPPQRIEARTHLQLGSVLYHHTKNSEQARSHLEKAWLISQQIPQFEDVKFEAASLLSELYCQENSVDAAKPLLRKAIQISQQTPYWHCRLLFQLAQLHTLEKDLVSACDLLGVGAEYARVVGSEYTRALFLLSKGMLLLMERKLQEVHPLLTLCGQIVENWQGNPIQKESLRVFFLVLQVTHYLDAGQVKSVKPCLKQLQQCIQTISTLHDDEILPSNPADLFHWLPKEHMCVLVYLVTVMHS.... Result: 0 (no interaction). (3) The miRNA is mmu-miR-7a-5p with sequence UGGAAGACUAGUGAUUUUGUUGU. The protein sequence of the target gene is MAVSRRRVPQAGARSFFCALLLSFSQFTGSDGTGGDAAAPGAAGTQAELPHRRFEYKYSFKGPHLVQSDGTVPFWAHAGNAIPSADQIRIAPSLKSQRGSVWTKAKAAFENWEVEVTFRVTGRGRIGADGLAIWYTENQGLDGPVFGSADTWNGVGIFFDSFDNDGKKNNPAIVVIGNNGQINYDHQNDGATQALASCQRDFRNKPYPVRAKITYYQKTLTVMINNGFTPDKNDYEFCAKVENMVIPTQGHFGISAATGGLADDHDVLSFLTFQLTEPGKEPPTAEKDISEKEKEKYQEE.... Result: 0 (no interaction). (4) The miRNA is hsa-miR-140-5p with sequence CAGUGGUUUUACCCUAUGGUAG. The protein sequence of the target gene is MAPTQGPRAPLEFGGPLGAAALLLLLPATMFHLLLAARSGPARLLGPPASLPGLEVLWSPRALLLWLAWLGLQAALYLLPARKVAEGQELKDKSRLRYPINGFQALVLTALLVGLGMSAGLPLGALPEMLLPLAFVATLTAFIFSLFLYMKAQVAPVSALAPGGNSGNPIYDFFLGRELNPRICFFDFKYFCELRPGLIGWVLINLALLMKEAELRGSPSLAMWLVNGFQLLYVGDALWHEEAVLTTMDITHDGFGFMLAFGDMAWVPFTYSLQAQFLLHHPQPLGLPMASVICLINATG.... Result: 0 (no interaction). (5) The miRNA is hsa-miR-1304-5p with sequence UUUGAGGCUACAGUGAGAUGUG. The protein sequence of the target gene is MNGEEEFFDAVTGFDSDNSSGEFSEANQKVTGMIDLDTSKNNRIGKTGERPSQENGIQKHRTSLPAPMFSRSDFSVWTILKKCVGLELSKITMPIAFNEPLSFLQRITEYMEHVYLIHRASCQPQPLERMQSVAAFAVSAVASQWERTGKPFNPLLGETYELIREDLGFRFISEQVSHHPPISAFHSEGLNHDFLFHGSIYPKLKFWGKSVEAEPRGTITLELLKHNEAYTWTNPTCCVHNVIIGKLWIEQYGTVEILNHRTGHKCVLHFKPCGLFGKELHKVEGHIQDKNKKKLFMIYG.... Result: 1 (interaction). (6) The miRNA is hsa-miR-3612 with sequence AGGAGGCAUCUUGAGAAAUGGA. The protein sequence of the target gene is MWLGRRALCALVLLLACASLGLLYASTRDAPGLRLPLAPWAPPQSPRRPELPDLAPEPRYAHIPVRIKEQVVGLLAWNNCSCESSGGGLPLPFQKQVRAIDLTKAFDPAELRAASATREQEFQAFLSRSQSPADQLLIAPANSPLQYPLQGVEVQPLRSILVPGLSLQAASGQEVYQVNLTASLGTWDVAGEVTGVTLTGEGQADLTLVSPGLDQLNRQLQLVTYSSRSYQTNTADTVRFSTEGHEAAFTIRIRHPPNPRLYPPGSLPQGAQYNISALVTIATKTFLRYDRLRALITSIR.... Result: 1 (interaction). (7) The miRNA is hsa-miR-766-5p with sequence AGGAGGAAUUGGUGCUGGUCUU. The protein sequence of the target gene is MATPDVSVHMEEVVVVTTPDTAVDGSGVEGVKTVLVTTNLAPHGGDLTEDNMETENAAAAAAAAFTASSQLKEAVLVKMAEEGENLEAEIVYPITCGDSRANLIWRKFVCPGINVKCVQYDEHVISPKEFVHLAGKSTLKDWKRAIRMNGIMLRKIMDSGELDFYQHDKVCSNTCRSTKIDLSGARVSLSSPTSAEYIPLTPAAADVNGSPATITIETCEDPGDWTAAIGDDTFTFWRGLKDAGLLDEVIQEFHQELVETMRGLQQRVQDPPLQLRDAVLLNNIVQNFGMLDLVKKVLAS.... Result: 1 (interaction). (8) The miRNA is hsa-miR-5009-5p with sequence UUGGACUUUUUCAGAUUUGGGGAU. The protein sequence of the target gene is MTSEEMAASVLIPVTQRKVASAQSVAEERSVKVSDAGIPRARAGRQGALIPPTISQWNKHKEESSRSDLSKVFSIARGELVCDENSNEEGWEENAPDSPENHAMNGNSLVQSHQHQFPRSQLCEARDSVTEDPCLQPGIPSPLERKVLPGIQLEMEDSPMDVSPAGSQPRIMESSGPHSDRNTAVFHFHYEADRTMSDAFHTLSENLILDDCANCVTLPGGQQNKNCMAYACKLVELTRTCGSKNGQVQCEHCTSLRDEYLCFESSCSKADEVCSGGGFCEDGFAHGPAAKTFLNPLEDF.... Result: 0 (no interaction). (9) The protein sequence of the target gene is MAAAVVLAAGLRAARRAVAATGVRGGQVRGAAGVTDGNEVAKAQQATPGGAAPTIFSRILDKSLPADILYEDQQCLVFRDVAPQAPVHFLVIPKKPIPRISQAEEEDQQLLGHLLLVAKQTAKAEGLGDGYRLVINDGKLGAQSVYHLHIHVLGGRQLQWPPG. The miRNA is cel-miR-58b-3p with sequence AGAGAUCAACCAUUGAGAUCCAA. Result: 0 (no interaction).